This data is from Full USPTO retrosynthesis dataset with 1.9M reactions from patents (1976-2016). The task is: Predict the reactants needed to synthesize the given product. (1) Given the product [C:35]([C:2]1[CH:3]=[C:4]([CH:25]=[CH:26][CH:27]=1)[O:5][C:6]1[S:10][C:9]([CH2:11][NH:12][C:13]([C:15]2[CH:16]=[C:17]3[C:22](=[CH:23][CH:24]=2)[N:21]=[CH:20][CH:19]=[CH:18]3)=[O:14])=[CH:8][CH:7]=1)#[N:36], predict the reactants needed to synthesize it. The reactants are: Br[C:2]1[CH:3]=[C:4]([CH:25]=[CH:26][CH:27]=1)[O:5][C:6]1[S:10][C:9]([CH2:11][NH:12][C:13]([C:15]2[CH:16]=[C:17]3[C:22](=[CH:23][CH:24]=2)[N:21]=[CH:20][CH:19]=[CH:18]3)=[O:14])=[CH:8][CH:7]=1.C(OCC)(=O)C.O.[CH3:35][N:36](C)C=O. (2) Given the product [Br:1][C:2]1[CH:10]=[CH:9][C:5]([C:6]([O:8][CH3:17])=[O:7])=[CH:4][C:3]=1[F:11], predict the reactants needed to synthesize it. The reactants are: [Br:1][C:2]1[CH:10]=[CH:9][C:5]([C:6]([OH:8])=[O:7])=[CH:4][C:3]=1[F:11].S(=O)(=O)(O)O.[CH3:17]O. (3) Given the product [Br:1][C:2]1[CH:11]=[CH:10][C:9]([N+:12]([O-:14])=[O:13])=[C:8]2[C:3]=1[CH2:4][CH2:5][N:6]([CH3:15])[CH2:7]2, predict the reactants needed to synthesize it. The reactants are: [Br:1][C:2]1[CH:11]=[CH:10][C:9]([N+:12]([O-:14])=[O:13])=[C:8]2[C:3]=1[CH:4]=[CH:5][N:6]=[CH:7]2.[CH3:15]OS(OC)(=O)=O.[BH4-].[Na+]. (4) Given the product [Cl:15][C:12]1[CH:13]=[CH:14][C:9]([NH:8][C:6](=[O:7])[C:5]2[CH:22]=[CH:23][C:2]([N:27]3[CH2:26][CH:25]([CH3:24])[O:30][CH:29]([CH3:31])[CH2:28]3)=[N:3][CH:4]=2)=[CH:10][C:11]=1[C:16]1[CH:21]=[CH:20][CH:19]=[CH:18][N:17]=1, predict the reactants needed to synthesize it. The reactants are: Cl[C:2]1[CH:23]=[CH:22][C:5]([C:6]([NH:8][C:9]2[CH:14]=[CH:13][C:12]([Cl:15])=[C:11]([C:16]3[CH:21]=[CH:20][CH:19]=[CH:18][N:17]=3)[CH:10]=2)=[O:7])=[CH:4][N:3]=1.[CH3:24][CH:25]1[O:30][CH:29]([CH3:31])[CH2:28][NH:27][CH2:26]1. (5) Given the product [Cl:15][SiH:16]1[N:5]([C:1]([CH3:3])([CH3:4])[CH3:2])[CH:6]=[CH:7][N:8]1[C:9]([CH3:12])([CH3:11])[CH3:10], predict the reactants needed to synthesize it. The reactants are: [C:1]([N-:5][CH:6]=[CH:7][N-:8][C:9]([CH3:12])([CH3:11])[CH3:10])([CH3:4])([CH3:3])[CH3:2].[Li+].[Li+].[Cl:15][SiH:16](Cl)Cl. (6) Given the product [O:1]1[C:5]2[CH:6]=[CH:7][CH:8]=[CH:9][C:4]=2[N:3]=[C:2]1[C:10]1[CH:11]=[CH:12][C:13]2[N:17]([CH:18]3[CH2:23][CH2:22][O:21][CH2:20][CH2:19]3)[C:29]([C:28]3[CH:31]=[CH:32][C:25]([Cl:24])=[CH:26][CH:27]=3)=[N:15][C:14]=2[CH:16]=1, predict the reactants needed to synthesize it. The reactants are: [O:1]1[C:5]2[CH:6]=[CH:7][CH:8]=[CH:9][C:4]=2[N:3]=[C:2]1[C:10]1[CH:11]=[CH:12][C:13]([NH:17][CH:18]2[CH2:23][CH2:22][O:21][CH2:20][CH2:19]2)=[C:14]([CH:16]=1)[NH2:15].[Cl:24][C:25]1[CH:32]=[CH:31][C:28]([CH:29]=O)=[CH:27][CH:26]=1.OOS([O-])=O.[K+].C(=O)([O-])[O-].[K+].[K+].